This data is from NCI-60 drug combinations with 297,098 pairs across 59 cell lines. The task is: Regression. Given two drug SMILES strings and cell line genomic features, predict the synergy score measuring deviation from expected non-interaction effect. (1) Drug 1: CN(CC1=CN=C2C(=N1)C(=NC(=N2)N)N)C3=CC=C(C=C3)C(=O)NC(CCC(=O)O)C(=O)O. Drug 2: C1CC(=O)NC(=O)C1N2C(=O)C3=CC=CC=C3C2=O. Cell line: HCT-15. Synergy scores: CSS=59.1, Synergy_ZIP=0.884, Synergy_Bliss=2.69, Synergy_Loewe=-42.6, Synergy_HSA=4.25. (2) Drug 1: C1=NC2=C(N=C(N=C2N1C3C(C(C(O3)CO)O)O)F)N. Drug 2: CCCCC(=O)OCC(=O)C1(CC(C2=C(C1)C(=C3C(=C2O)C(=O)C4=C(C3=O)C=CC=C4OC)O)OC5CC(C(C(O5)C)O)NC(=O)C(F)(F)F)O. Cell line: NCI-H322M. Synergy scores: CSS=9.14, Synergy_ZIP=2.99, Synergy_Bliss=4.68, Synergy_Loewe=-5.58, Synergy_HSA=4.08. (3) Drug 1: C1=CC(=CC=C1CCC2=CNC3=C2C(=O)NC(=N3)N)C(=O)NC(CCC(=O)O)C(=O)O. Drug 2: CS(=O)(=O)CCNCC1=CC=C(O1)C2=CC3=C(C=C2)N=CN=C3NC4=CC(=C(C=C4)OCC5=CC(=CC=C5)F)Cl. Cell line: NCI-H460. Synergy scores: CSS=30.0, Synergy_ZIP=0.0268, Synergy_Bliss=-3.36, Synergy_Loewe=-8.38, Synergy_HSA=-1.45. (4) Drug 1: CCC1=CC2CC(C3=C(CN(C2)C1)C4=CC=CC=C4N3)(C5=C(C=C6C(=C5)C78CCN9C7C(C=CC9)(C(C(C8N6C)(C(=O)OC)O)OC(=O)C)CC)OC)C(=O)OC.C(C(C(=O)O)O)(C(=O)O)O. Drug 2: C1CN(CCN1C(=O)CCBr)C(=O)CCBr. Cell line: CCRF-CEM. Synergy scores: CSS=46.3, Synergy_ZIP=-2.30, Synergy_Bliss=-1.84, Synergy_Loewe=-13.0, Synergy_HSA=0.202. (5) Synergy scores: CSS=3.60, Synergy_ZIP=-3.24, Synergy_Bliss=-2.06, Synergy_Loewe=-8.59, Synergy_HSA=-2.50. Cell line: SF-268. Drug 1: CC1=CC=C(C=C1)C2=CC(=NN2C3=CC=C(C=C3)S(=O)(=O)N)C(F)(F)F. Drug 2: CN(CCCl)CCCl.Cl.